Dataset: NCI-60 drug combinations with 297,098 pairs across 59 cell lines. Task: Regression. Given two drug SMILES strings and cell line genomic features, predict the synergy score measuring deviation from expected non-interaction effect. Drug 1: CC1=C(C(CCC1)(C)C)C=CC(=CC=CC(=CC(=O)O)C)C. Drug 2: CCCCC(=O)OCC(=O)C1(CC(C2=C(C1)C(=C3C(=C2O)C(=O)C4=C(C3=O)C=CC=C4OC)O)OC5CC(C(C(O5)C)O)NC(=O)C(F)(F)F)O. Cell line: LOX IMVI. Synergy scores: CSS=55.9, Synergy_ZIP=7.30, Synergy_Bliss=7.73, Synergy_Loewe=-1.18, Synergy_HSA=7.68.